This data is from Forward reaction prediction with 1.9M reactions from USPTO patents (1976-2016). The task is: Predict the product of the given reaction. (1) Given the reactants COC(C1CC(=O)[N:7](C2C=CC(O)=CC=2)[CH2:6]1)=O.FC1C=C(F)C(F)=CC=1CBr.C[O:30][C:31]([CH:33]1[CH2:37][C:36](=[O:38])[N:35]([C:39]2[CH:44]=[CH:43][C:42]([O:45][CH2:46][C:47]3[CH:52]=[C:51]([F:53])[C:50]([F:54])=[CH:49][C:48]=3[F:55])=[CH:41][CH:40]=2)[CH2:34]1)=O, predict the reaction product. The product is: [CH3:6][NH2:7].[CH3:6][NH:7][C:31]([CH:33]1[CH2:37][C:36](=[O:38])[N:35]([C:39]2[CH:44]=[CH:43][C:42]([O:45][CH2:46][C:47]3[CH:52]=[C:51]([F:53])[C:50]([F:54])=[CH:49][C:48]=3[F:55])=[CH:41][CH:40]=2)[CH2:34]1)=[O:30]. (2) Given the reactants C(OC([N:8]1[CH2:13][CH2:12][CH:11]([CH2:14][CH2:15][O:16][C:17]2[CH:22]=[CH:21][CH:20]=[C:19]([NH:23][C:24]([NH:26][C:27]3[N:28]=[C:29]([Br:32])[S:30][CH:31]=3)=[O:25])[N:18]=2)[CH2:10][CH2:9]1)=O)(C)(C)C.C(O)(C(F)(F)F)=O, predict the reaction product. The product is: [Br:32][C:29]1[S:30][CH:31]=[C:27]([NH:26][C:24]([NH:23][C:19]2[CH:20]=[CH:21][CH:22]=[C:17]([O:16][CH2:15][CH2:14][CH:11]3[CH2:12][CH2:13][NH:8][CH2:9][CH2:10]3)[N:18]=2)=[O:25])[N:28]=1. (3) Given the reactants Cl[C:2]1[N:11]=[C:10]([NH:12][CH2:13][CH:14]([C:22]2[CH:27]=[CH:26][CH:25]=[CH:24][CH:23]=2)[CH2:15][C:16]2[CH:21]=[CH:20][CH:19]=[CH:18][CH:17]=2)[C:9]2[C:4](=[CH:5][CH:6]=[CH:7][CH:8]=2)[N:3]=1.CC1(C)C(C)(C)OB(C2C=NC(N)=NC=2)O1.[N:44]1[CH:45]=[CH:46][N:47]2[CH:52]=[C:51](C3N=C(NCC(C4C=CC=CC=4)N4CCCCC4)C4C(=CC=CC=4)N=3)[CH:50]=[N:49][C:48]=12, predict the reaction product. The product is: [C:22]1([CH:14]([CH2:15][C:16]2[CH:21]=[CH:20][CH:19]=[CH:18][CH:17]=2)[CH2:13][NH:12][C:10]2[C:9]3[C:4](=[CH:5][CH:6]=[CH:7][CH:8]=3)[N:3]=[C:2]([C:51]3[CH:50]=[N:49][C:48]4[N:47]([CH:46]=[CH:45][N:44]=4)[CH:52]=3)[N:11]=2)[CH:27]=[CH:26][CH:25]=[CH:24][CH:23]=1. (4) The product is: [Cl:10][C:11]1[CH:33]=[CH:32][C:14]([CH2:15][NH:16][C:17]([C:19]2[C:20](=[O:31])[C:21]3[CH:28]=[C:27]([CH2:29][N:37]([CH2:38][CH:39]([OH:40])[C:41]4[N:42]=[CH:43][CH:44]=[CH:45][N:46]=4)[CH3:36])[O:26][C:22]=3[N:23]([CH3:25])[CH:24]=2)=[O:18])=[CH:13][CH:12]=1. Given the reactants C(N(CC)C(C)C)(C)C.[Cl:10][C:11]1[CH:33]=[CH:32][C:14]([CH2:15][NH:16][C:17]([C:19]2[C:20](=[O:31])[C:21]3[CH:28]=[C:27]([CH2:29]Cl)[O:26][C:22]=3[N:23]([CH3:25])[CH:24]=2)=[O:18])=[CH:13][CH:12]=1.Cl.Cl.[CH3:36][NH:37][CH2:38][C@H:39]([C:41]1[N:46]=[CH:45][CH:44]=[CH:43][N:42]=1)[OH:40].O, predict the reaction product. (5) Given the reactants [CH2:1]1[C:13]2[NH:12][C:11]3[C:6](=[CH:7][CH:8]=[CH:9][CH:10]=3)[C:5]=2[CH2:4][CH2:3][NH:2]1, predict the reaction product. The product is: [CH:1]1[C:13]2[NH:12][C:11]3[C:6](=[CH:7][CH:8]=[CH:9][CH:10]=3)[C:5]=2[CH:4]=[CH:3][N:2]=1.